Dataset: Reaction yield outcomes from USPTO patents with 853,638 reactions. Task: Predict the reaction yield, written as a fraction of the theoretical maximum amount of product (1.0 means a 100% yield; for example, 0.34 means a 34% yield). (1) The reactants are ClC1C=CC([C@@H]2CN(C3N=NC(Cl)=CC=3)C[C@H]2C(OC)=O)=CC=1.[Cl:24][C:25]1[CH:30]=[CH:29][C:28]([C@@H:31]2[CH2:35][N:34]([C:36]3[CH:41]=[CH:40][C:39](=[O:42])[NH:38][N:37]=3)[CH2:33][C@H:32]2[C:43]([O:45]C)=[O:44])=[CH:27][CH:26]=1. No catalyst specified. The product is [Cl:24][C:25]1[CH:30]=[CH:29][C:28]([C@@H:31]2[CH2:35][N:34]([C:36]3[CH:41]=[CH:40][C:39](=[O:42])[NH:38][N:37]=3)[CH2:33][C@H:32]2[C:43]([OH:45])=[O:44])=[CH:27][CH:26]=1. The yield is 0.700. (2) The reactants are [Cl:1][C:2]1[C:11]2[C:6](=[CH:7][CH:8]=[C:9]([CH2:12][OH:13])[CH:10]=2)[N:5]=[CH:4][N:3]=1.CC(OI1(OC(C)=O)(OC(C)=O)OC(=O)C2C=CC=CC1=2)=O. The catalyst is C(Cl)Cl. The product is [Cl:1][C:2]1[C:11]2[C:6](=[CH:7][CH:8]=[C:9]([CH:12]=[O:13])[CH:10]=2)[N:5]=[CH:4][N:3]=1. The yield is 0.880.